Dataset: Forward reaction prediction with 1.9M reactions from USPTO patents (1976-2016). Task: Predict the product of the given reaction. (1) The product is: [NH2:1][C@H:2]([CH2:16][C:17]1[CH:22]=[CH:21][C:20]([Cl:23])=[CH:19][C:18]=1[Cl:24])[C:3]([N:5]1[CH2:13][C:12]2[C:7](=[CH:8][CH:9]=[C:10]([CH2:14][NH2:15])[CH:11]=2)[CH2:6]1)=[O:4]. Given the reactants [NH2:1][C@H:2]([CH2:16][C:17]1[CH:22]=[CH:21][C:20]([Cl:23])=[CH:19][C:18]=1[Cl:24])[C:3]([N:5]1[CH2:13][C:12]2[C:7](=[CH:8][CH:9]=[C:10]([C:14]#[N:15])[CH:11]=2)[CH2:6]1)=[O:4].[BH4-].[Na+], predict the reaction product. (2) The product is: [Br:29][C:30]1[CH:31]=[C:32]([CH:36]=[C:37]([Br:39])[CH:38]=1)[C:33]([NH:13][NH:12][C:11](=[O:10])[C:14]1[CH:19]=[CH:18][C:17]([O:20][CH2:21][CH2:22][CH2:23][CH2:24][CH2:25][CH2:26][CH2:27][CH3:28])=[CH:16][CH:15]=1)=[O:34]. Given the reactants BrC1C=CC(Br)=CC=1C1[O:10][C:11]([C:14]2[CH:19]=[CH:18][C:17]([O:20][CH2:21][CH2:22][CH2:23][CH2:24][CH2:25][CH2:26][CH2:27][CH3:28])=[CH:16][CH:15]=2)=[N:12][N:13]=1.[Br:29][C:30]1[CH:31]=[C:32]([CH:36]=[C:37]([Br:39])[CH:38]=1)[C:33](Cl)=[O:34].C(OC1C=CC(C(NN)=O)=CC=1)CCCCCCC, predict the reaction product.